This data is from Full USPTO retrosynthesis dataset with 1.9M reactions from patents (1976-2016). The task is: Predict the reactants needed to synthesize the given product. (1) Given the product [Br:17][C:16]1[N:11]2[CH:10]=[CH:9][C:8]3[C@@H:7]([OH:19])[C@H:6]([O:26][CH2:27][CH2:28][O:29][CH3:30])[C@@H:5]([C:31]4[CH:36]=[CH:35][CH:34]=[CH:33][CH:32]=4)[NH:4][C:13]=3[C:12]2=[N:14][C:15]=1[CH3:18], predict the reactants needed to synthesize it. The reactants are: C([N:4]1[C:13]2[C:12]3=[N:14][C:15]([CH3:18])=[C:16]([Br:17])[N:11]3[CH:10]=[CH:9][C:8]=2[C@@H:7]([O:19]C(=O)C(C)(C)C)[C@H:6]([O:26][CH2:27][CH2:28][O:29][CH3:30])[C@H:5]1[C:31]1[CH:36]=[CH:35][CH:34]=[CH:33][CH:32]=1)(=O)C.[OH-].[K+].O.NN. (2) The reactants are: CC1(C)C(C)(C)[O:5][B:4]([C:9]2[CH:18]=[C:17]3[C:12]([CH2:13][CH2:14][NH:15][CH2:16]3)=[CH:11][CH:10]=2)[O:3]1. Given the product [CH2:16]1[C:17]2[C:12](=[CH:11][CH:10]=[C:9]([B:4]([OH:5])[OH:3])[CH:18]=2)[CH2:13][CH2:14][NH:15]1, predict the reactants needed to synthesize it. (3) The reactants are: [C:1]([O-:5])(=[O:4])[CH:2]=[CH2:3].[Na+].[C:7]([NH:12][C:13]1[CH:14]=[C:15]([OH:22])[C:16](=[CH:20][CH:21]=1)[C:17]([OH:19])=[O:18])(=[O:11])[C:8]([CH3:10])=[CH2:9].[Na]. Given the product [C:1]([O:5][CH3:7])(=[O:4])[CH:2]=[CH2:3].[C:17]([OH:19])(=[O:18])[CH:16]=[CH2:15].[C:7]([NH:12][C:13]1[CH:14]=[C:15]([OH:22])[C:16](=[CH:20][CH:21]=1)[C:17]([OH:19])=[O:18])(=[O:11])[C:8]([CH3:10])=[CH2:9], predict the reactants needed to synthesize it. (4) Given the product [CH2:1]([Zn:3][CH2:4][CH3:5])[CH3:2].[CH2:6]1[CH2:10][O:9][CH2:8][CH2:7]1.[C:14]1([CH3:20])[CH:19]=[CH:18][CH:17]=[CH:16][CH:15]=1, predict the reactants needed to synthesize it. The reactants are: [CH2:1]([Zn:3][CH2:4][CH3:5])[CH3:2].[CH2:6]1[CH2:10][O:9][CH2:8][CH2:7]1.O.O=O.[C:14]1([CH3:20])[CH:19]=[CH:18][CH:17]=[CH:16][CH:15]=1. (5) Given the product [NH2:7][C:8]1[CH:15]=[CH:14][C:13]([C:22]2[CH:23]=[CH:24][C:19]([C:18]([F:29])([F:28])[F:17])=[CH:20][CH:21]=2)=[CH:12][C:9]=1[C:10]#[N:11], predict the reactants needed to synthesize it. The reactants are: C(COC)OC.[NH2:7][C:8]1[CH:15]=[CH:14][C:13](Br)=[CH:12][C:9]=1[C:10]#[N:11].[F:17][C:18]([F:29])([F:28])[C:19]1[CH:24]=[CH:23][C:22](B(O)O)=[CH:21][CH:20]=1.C(=O)([O-])[O-].[K+].[K+]. (6) Given the product [NH2:14][C:11]1[N:12]=[CH:13][C:8]([C:5]2[CH:6]=[CH:7][C:2]([C:22]3[C:21]([S:18]([N:17]([CH3:30])[CH3:16])(=[O:19])=[O:20])=[CH:26][CH:25]=[CH:24][CH:23]=3)=[CH:3][C:4]=2[F:15])=[N:9][CH:10]=1, predict the reactants needed to synthesize it. The reactants are: Br[C:2]1[CH:7]=[CH:6][C:5]([C:8]2[N:9]=[CH:10][C:11]([NH2:14])=[N:12][CH:13]=2)=[C:4]([F:15])[CH:3]=1.[CH3:16][N:17]([CH3:30])[S:18]([C:21]1[CH:26]=[CH:25][CH:24]=[CH:23][C:22]=1B(O)O)(=[O:20])=[O:19].C([O-])([O-])=O.[K+].[K+].C(Cl)Cl. (7) Given the product [Cl-:1].[CH3:2][O:3][C:4]([C@@:6]1([NH3+:15])[CH2:8][C@@H:7]1[C:9]1[CH:14]=[CH:13][CH:12]=[CH:11][CH:10]=1)=[O:5], predict the reactants needed to synthesize it. The reactants are: [Cl-:1].[CH3:2][O:3][C:4]([C:6]1([NH3+:15])[CH2:8][CH:7]1[C:9]1[CH:14]=[CH:13][CH:12]=[CH:11][CH:10]=1)=[O:5].C(=O)(O)[O-].[Na+]. (8) Given the product [N:12]1[CH:3]=[CH:4][CH:5]=[C:6]([C:8]([NH:10][NH2:11])=[O:9])[N:7]=1, predict the reactants needed to synthesize it. The reactants are: FC1[N:7]=[C:6]([C:8]([NH:10][NH2:11])=[O:9])[CH:5]=[CH:4][CH:3]=1.[N:12]1C=CC=C(C(O)=O)N=1.FC1N=C(C(O)=O)C=CC=1. (9) Given the product [Cl:1][C:2]1[CH:3]=[C:4]([CH:25]=[CH:26][CH:27]=1)[C:5]([NH:7][C:8]1[CH:9]=[CH:10][C:11]([CH3:24])=[C:12]([OH:14])[CH:13]=1)=[O:6], predict the reactants needed to synthesize it. The reactants are: [Cl:1][C:2]1[CH:3]=[C:4]([CH:25]=[CH:26][CH:27]=1)[C:5]([NH:7][C:8]1[CH:9]=[CH:10][C:11]([CH3:24])=[C:12]([O:14]C(=O)C2C=CC=C(Cl)C=2)[CH:13]=1)=[O:6].[OH-].[Na+]. (10) Given the product [N:43]1[CH:32]=[CH:33][CH:34]=[C:35]([CH2:36][CH2:31][O:1][C:2]2[CH:3]=[C:4]3[C:8](=[CH:9][CH:10]=2)[CH2:7][C@H:6]([NH:11][S:12]([CH:15]([CH3:17])[CH3:16])(=[O:14])=[O:13])[CH2:5]3)[CH:41]=1, predict the reactants needed to synthesize it. The reactants are: [OH:1][C:2]1[CH:3]=[C:4]2[C:8](=[CH:9][CH:10]=1)[CH2:7][C@H:6]([NH:11][S:12]([CH:15]([CH3:17])[CH3:16])(=[O:14])=[O:13])[CH2:5]2.[C:31]1(P([C:31]2[CH:36]=[CH:35][CH:34]=[CH:33][CH:32]=2)[C:31]2[CH:36]=[CH:35][CH:34]=[CH:33][CH:32]=2)[CH:36]=[CH:35][CH:34]=[CH:33][CH:32]=1.CC(O[C:41](/[N:43]=N/C(OC(C)C)=O)=O)C.